From a dataset of Forward reaction prediction with 1.9M reactions from USPTO patents (1976-2016). Predict the product of the given reaction. The product is: [Cl:10][C:11]([O:9][C:4]1[CH:5]=[CH:6][C:7]([CH3:8])=[C:2]([F:1])[CH:3]=1)=[O:13]. Given the reactants [F:1][C:2]1[CH:3]=[C:4]([OH:9])[CH:5]=[CH:6][C:7]=1[CH3:8].[Cl:10][C:11](Cl)([O:13]C(=O)OC(Cl)(Cl)Cl)Cl.N1C=CC=CC=1, predict the reaction product.